The task is: Predict the reactants needed to synthesize the given product.. This data is from Full USPTO retrosynthesis dataset with 1.9M reactions from patents (1976-2016). (1) Given the product [C:21]1([S:27][CH2:28][C:29]2[NH:30][C:16](=[O:18])[C:15]([O:14][CH:9]3[CH2:10][CH2:11][CH2:12][CH2:13][O:8]3)=[CH:3][N:31]=2)[CH:26]=[CH:25][CH:24]=[CH:23][CH:22]=1, predict the reactants needed to synthesize it. The reactants are: [H-].[Na+].[CH:3](OCC)=O.[O:8]1[CH2:13][CH2:12][CH2:11][CH2:10][CH:9]1[O:14][CH2:15][C:16]([O:18]CC)=O.[C:21]1([S:27][CH2:28][C:29](=[NH:31])[NH2:30])[CH:26]=[CH:25][CH:24]=[CH:23][CH:22]=1.[O-]CC.[Na+]. (2) Given the product [CH3:11][C:10]1[CH:9]=[CH:8][C:7]2[CH2:6][CH2:5][CH2:4][C:3]=2[C:2]=1[OH:1], predict the reactants needed to synthesize it. The reactants are: [OH:1][C:2]1[C:10]([CH:11]=O)=[CH:9][CH:8]=[C:7]2[C:3]=1[CH2:4][CH2:5][CH2:6]2.[H][H]. (3) The reactants are: [Br:1][C:2]1[CH:7]=[CH:6][C:5]([N:8]2[C:12](=[O:13])[NH:11][N:10]=[CH:9]2)=[C:4]([F:14])[CH:3]=1.[H-].[Na+].Br[CH2:18][CH2:19][N:20]([CH:28]([CH3:30])[CH3:29])[C:21](=[O:27])[O:22][C:23]([CH3:26])([CH3:25])[CH3:24]. Given the product [Br:1][C:2]1[CH:7]=[CH:6][C:5]([N:8]2[C:12](=[O:13])[N:11]([CH2:18][CH2:19][N:20]([CH:28]([CH3:29])[CH3:30])[C:21](=[O:27])[O:22][C:23]([CH3:25])([CH3:24])[CH3:26])[N:10]=[CH:9]2)=[C:4]([F:14])[CH:3]=1, predict the reactants needed to synthesize it. (4) Given the product [CH3:1][C:2]1([CH3:10])[O:6][C@@H:5]([C:7]([OH:9])=[O:8])[CH2:4][O:3]1, predict the reactants needed to synthesize it. The reactants are: [CH3:1][C:2]1([CH3:10])[O:6][C@@H:5]([C:7]([O-:9])=[O:8])[CH2:4][O:3]1.[Na+].OP(O)(O)=O.[Na+].[Cl-].